Dataset: Human liver microsome stability data. Task: Regression/Classification. Given a drug SMILES string, predict its absorption, distribution, metabolism, or excretion properties. Task type varies by dataset: regression for continuous measurements (e.g., permeability, clearance, half-life) or binary classification for categorical outcomes (e.g., BBB penetration, CYP inhibition). Dataset: hlm. The molecule is O=C(CCCCCCC(=O)Nc1ccccc1)NO. The result is 0 (unstable in human liver microsomes).